From a dataset of Full USPTO retrosynthesis dataset with 1.9M reactions from patents (1976-2016). Predict the reactants needed to synthesize the given product. (1) Given the product [OH:1][C:2]([CH3:28])([CH3:29])[CH2:3][N:4]1[CH2:5][CH2:6][CH:7]([CH:10]([C:12]2[N:16]3[N:17]=[C:18]([CH3:21])[CH:19]=[CH:20][C:15]3=[C:14]([C:22]([OH:24])=[O:23])[C:13]=2[CH3:27])[CH3:11])[CH2:8][CH2:9]1, predict the reactants needed to synthesize it. The reactants are: [OH:1][C:2]([CH3:29])([CH3:28])[CH2:3][N:4]1[CH2:9][CH2:8][CH:7]([CH:10]([C:12]2[N:16]3[N:17]=[C:18]([CH3:21])[CH:19]=[CH:20][C:15]3=[C:14]([C:22]([O:24]CC)=[O:23])[C:13]=2[CH3:27])[CH3:11])[CH2:6][CH2:5]1.[OH-].[Na+].Cl. (2) Given the product [OH:27][C@@H:17]1[CH2:18][CH2:19][C@@:20]2([CH3:21])[C@H:15](/[C:14](=[CH:28]/[CH3:29])/[C:13](=[O:30])[C@@H:12]3[C@@H:22]2[CH2:23][CH2:24][C@@:25]2([CH3:26])[C@H:11]3[CH2:10][CH2:9][C@@H:8]2[C@H:6]([CH3:7])[CH2:5][CH2:4][C:3]([OH:31])=[O:2])[CH2:16]1, predict the reactants needed to synthesize it. The reactants are: C[O:2][C:3](=[O:31])[CH2:4][CH2:5][C@H:6]([C@@H:8]1[C@:25]2([CH3:26])[C@H:11]([C@H:12]3[C@H:22]([CH2:23][CH2:24]2)[C@:20]2([CH3:21])[C@@H:15]([CH2:16][C@H:17]([OH:27])[CH2:18][CH2:19]2)[C:14](=[CH:28][CH3:29])[C:13]3=[O:30])[CH2:10][CH2:9]1)[CH3:7]. (3) Given the product [Cl:1][C:2]1[C:3]([C:23]([NH:32][C:30]2[O:29][N:28]=[C:27]([CH3:26])[CH:31]=2)=[O:25])=[CH:4][C:5]2[N:6]([C:8]([S:14]([N:17]3[CH2:20][C:19]([F:22])([F:21])[CH2:18]3)(=[O:15])=[O:16])=[C:9]([CH:11]([CH3:13])[CH3:12])[N:10]=2)[CH:7]=1, predict the reactants needed to synthesize it. The reactants are: [Cl:1][C:2]1[C:3]([C:23]([OH:25])=O)=[CH:4][C:5]2[N:6]([C:8]([S:14]([N:17]3[CH2:20][C:19]([F:22])([F:21])[CH2:18]3)(=[O:16])=[O:15])=[C:9]([CH:11]([CH3:13])[CH3:12])[N:10]=2)[CH:7]=1.[CH3:26][C:27]1[CH:31]=[C:30]([NH2:32])[O:29][N:28]=1. (4) Given the product [CH:32]1([CH2:31][CH:30]([N:4]2[C:3](=[O:15])[CH:2]=[C:7]([O:26][C:16]3[C:25]4[CH2:24][CH2:23][CH2:22][CH2:21][C:20]=4[CH:19]=[CH:18][CH:17]=3)[CH:6]=[N:5]2)[C:29]([OH:28])=[O:38])[CH2:36][CH2:35][CH2:34][CH2:33]1, predict the reactants needed to synthesize it. The reactants are: Cl[C:2]1[C:3](=[O:15])[N:4](C2CCCCO2)[N:5]=[CH:6][C:7]=1Cl.[C:16]1([OH:26])[C:25]2[CH2:24][CH2:23][CH2:22][CH2:21][C:20]=2[CH:19]=[CH:18][CH:17]=1.C[O:28][C:29](=[O:38])[CH:30](Br)[CH2:31][CH:32]1[CH2:36][CH2:35][CH2:34][CH2:33]1. (5) Given the product [ClH:1].[ClH:22].[Cl:1][C:2]1[CH:7]=[CH:6][N:5]=[C:4]([C:8]2([F:21])[CH2:9][CH2:10][NH:11][CH2:12][CH2:13]2)[CH:3]=1, predict the reactants needed to synthesize it. The reactants are: [Cl:1][C:2]1[CH:7]=[CH:6][N:5]=[C:4]([C:8]2([F:21])[CH2:13][CH2:12][N:11](C(OC(C)(C)C)=O)[CH2:10][CH2:9]2)[CH:3]=1.[ClH:22].